Task: Predict the product of the given reaction.. Dataset: Forward reaction prediction with 1.9M reactions from USPTO patents (1976-2016) (1) Given the reactants I[CH2:2][CH3:3].C([O-])([O-])=O.[K+].[K+].[OH:10][C:11]1[CH:12]=[C:13]([CH:16]=[CH:17][C:18]=1[N+:19]([O-:21])=[O:20])[CH:14]=[O:15].O, predict the reaction product. The product is: [CH2:2]([O:10][C:11]1[CH:12]=[C:13]([CH:16]=[CH:17][C:18]=1[N+:19]([O-:21])=[O:20])[CH:14]=[O:15])[CH3:3]. (2) The product is: [Cl:1][C:2]1[CH:3]=[C:4]([OH:13])[CH:5]=[C:6]([CH3:12])[C:7]=1[O:8][CH2:9][O:10][CH3:11]. Given the reactants [Cl:1][C:2]1[CH:3]=[C:4]([O:13]C(=O)C2C=CC=CC=2)[CH:5]=[C:6]([CH3:12])[C:7]=1[O:8][CH2:9][O:10][CH3:11].[OH-].[K+], predict the reaction product.